This data is from Peptide-MHC class II binding affinity with 134,281 pairs from IEDB. The task is: Regression. Given a peptide amino acid sequence and an MHC pseudo amino acid sequence, predict their binding affinity value. This is MHC class II binding data. (1) The peptide sequence is NPKFENIAEGLRALLARSHVERTTDE. The MHC is DRB1_1101 with pseudo-sequence DRB1_1101. The binding affinity (normalized) is 0.436. (2) The peptide sequence is DRRKAMLQDMAILTGGQVIS. The MHC is DRB1_0301 with pseudo-sequence DRB1_0301. The binding affinity (normalized) is 0.313. (3) The peptide sequence is TFHVEKGSNPNYLALLVKYVNGDGD. The MHC is DRB1_0802 with pseudo-sequence DRB1_0802. The binding affinity (normalized) is 0.634. (4) The peptide sequence is CGMFTNRSGSQQ. The MHC is HLA-DQA10501-DQB10201 with pseudo-sequence HLA-DQA10501-DQB10201. The binding affinity (normalized) is 0.0798. (5) The peptide sequence is QKWDATATELNNALQ. The MHC is DRB4_0101 with pseudo-sequence DRB4_0103. The binding affinity (normalized) is 0.0304. (6) The peptide sequence is ENEYATGAVRPFQAA. The MHC is DRB1_0701 with pseudo-sequence DRB1_0701. The binding affinity (normalized) is 0.213. (7) The peptide sequence is VTKKEEPVNIEAEPP. The MHC is DRB1_0401 with pseudo-sequence DRB1_0401. The binding affinity (normalized) is 0.118.